The task is: Predict the reactants needed to synthesize the given product.. This data is from Full USPTO retrosynthesis dataset with 1.9M reactions from patents (1976-2016). (1) Given the product [CH3:24][N:25]1[CH2:30][CH2:29][N:28]([CH2:22][C:16]2([C:13]3[CH:12]=[CH:11][C:10]([O:9][CH2:8][CH2:7][CH2:6][N:1]4[CH2:5][CH2:4][CH2:3][CH2:2]4)=[CH:15][CH:14]=3)[CH2:21][CH2:20][O:19][CH2:18][CH2:17]2)[CH2:27][CH2:26]1, predict the reactants needed to synthesize it. The reactants are: [N:1]1([CH2:6][CH2:7][CH2:8][O:9][C:10]2[CH:15]=[CH:14][C:13]([C:16]3([CH:22]=O)[CH2:21][CH2:20][O:19][CH2:18][CH2:17]3)=[CH:12][CH:11]=2)[CH2:5][CH2:4][CH2:3][CH2:2]1.[CH3:24][N:25]1[CH2:30][CH2:29][NH:28][CH2:27][CH2:26]1. (2) Given the product [C:13]1([N:11]2[CH:12]=[C:8]([C:6]([NH:5][CH2:4][CH2:3][NH:2][C:36]([CH:32]3[CH2:33][CH2:34][CH2:35][N:30]([C:28]([O:27][C:23]([CH3:26])([CH3:25])[CH3:24])=[O:29])[CH2:31]3)=[O:37])=[O:7])[C:9]([C:19]([F:21])([F:22])[F:20])=[N:10]2)[CH:18]=[CH:17][CH:16]=[CH:15][CH:14]=1, predict the reactants needed to synthesize it. The reactants are: Cl.[NH2:2][CH2:3][CH2:4][NH:5][C:6]([C:8]1[C:9]([C:19]([F:22])([F:21])[F:20])=[N:10][N:11]([C:13]2[CH:18]=[CH:17][CH:16]=[CH:15][CH:14]=2)[CH:12]=1)=[O:7].[C:23]([O:27][C:28]([N:30]1[CH2:35][CH2:34][CH2:33][CH:32]([C:36](O)=[O:37])[CH2:31]1)=[O:29])([CH3:26])([CH3:25])[CH3:24].CCN=C=NCCCN(C)C.Cl.C1C=CC2N(O)N=NC=2C=1.O.C(N(CC)CC)C. (3) Given the product [O:8]=[S:7]1(=[O:9])[CH2:6][C:2]2([CH2:5][CH2:4][CH2:3]2)[O:1][C:22]([NH:21][C@H:33]([C:37]2[CH:11]=[CH:29][CH:28]=[CH:27][CH:26]=2)[CH2:34][CH2:35][OH:36])=[N:10]1, predict the reactants needed to synthesize it. The reactants are: [OH:1][C:2]1([CH2:6][S:7]([NH2:10])(=[O:9])=[O:8])[CH2:5][CH2:4][CH2:3]1.[CH3:11][Si]([N-][Si](C)(C)C)(C)C.[Na+].[N-:21]=[C:22]=S.BrN1[C:29](=O)[CH2:28][CH2:27][C:26]1=O.Cl.[CH2:33]1[CH2:37][O:36][CH2:35][CH2:34]1. (4) Given the product [C:31]([NH:34][NH:35][C:25](=[O:26])[C@@H:24]([N:6]1[C@H:7]([C:17]2[CH:22]=[CH:21][C:20]([Cl:23])=[CH:19][CH:18]=2)[C@@H:8]([C:10]2[CH:15]=[CH:14][CH:13]=[C:12]([Cl:16])[CH:11]=2)[CH2:9][C@H:4]([CH2:1][CH:2]=[CH2:3])[C:5]1=[O:30])[CH2:28][CH3:29])(=[O:33])[CH3:32], predict the reactants needed to synthesize it. The reactants are: [CH2:1]([C@H:4]1[CH2:9][C@H:8]([C:10]2[CH:15]=[CH:14][CH:13]=[C:12]([Cl:16])[CH:11]=2)[C@@H:7]([C:17]2[CH:22]=[CH:21][C:20]([Cl:23])=[CH:19][CH:18]=2)[N:6]([C@@H:24]([CH2:28][CH3:29])[C:25](O)=[O:26])[C:5]1=[O:30])[CH:2]=[CH2:3].[C:31]([NH:34][NH2:35])(=[O:33])[CH3:32].Cl.C(N=C=NCCCN(C)C)C.N1C2C(=NC=CC=2)N(O)N=1.C(=O)(O)[O-].[Na+].